From a dataset of Reaction yield outcomes from USPTO patents with 853,638 reactions. Predict the reaction yield, written as a fraction of the theoretical maximum amount of product (1.0 means a 100% yield; for example, 0.34 means a 34% yield). (1) The reactants are [F:1][C:2]1[CH:7]=[CH:6][C:5]([C:8]2[C:9]([N:14]3[CH2:19][CH2:18][N:17]([C:20]([C:22]4[CH:23]=[N:24][N:25]([CH:27]([CH3:29])[CH3:28])[CH:26]=4)=O)[CH2:16][CH2:15]3)=[N:10][CH:11]=[CH:12][CH:13]=2)=[CH:4][CH:3]=1.CSC.B.[OH-].[Na+].[Cl-:36].[NH4+]. The catalyst is O1CCCC1.CO. The product is [ClH:36].[F:1][C:2]1[CH:3]=[CH:4][C:5]([C:8]2[C:9]([N:14]3[CH2:15][CH2:16][N:17]([CH2:20][C:22]4[CH:23]=[N:24][N:25]([CH:27]([CH3:29])[CH3:28])[CH:26]=4)[CH2:18][CH2:19]3)=[N:10][CH:11]=[CH:12][CH:13]=2)=[CH:6][CH:7]=1. The yield is 0.430. (2) The yield is 0.410. The reactants are [CH3:1][C:2]1[C:3]([NH:22][CH:23]2[CH2:26][N:25](C(OC(C)(C)C)=O)[CH2:24]2)=[N:4][C:5]2[C:10]([N:11]=1)=[CH:9][CH:8]=[CH:7][C:6]=2[C:12]1[NH:20][C:19]2[CH2:18][CH2:17][NH:16][C:15](=[O:21])[C:14]=2[CH:13]=1.[C:34]([OH:40])([C:36]([F:39])([F:38])[F:37])=[O:35].CO. The product is [F:37][C:36]([F:39])([F:38])[C:34]([OH:40])=[O:35].[NH:25]1[CH2:24][CH:23]([NH:22][C:3]2[C:2]([CH3:1])=[N:11][C:10]3[C:5]([N:4]=2)=[C:6]([C:12]2[NH:20][C:19]4[CH2:18][CH2:17][NH:16][C:15](=[O:21])[C:14]=4[CH:13]=2)[CH:7]=[CH:8][CH:9]=3)[CH2:26]1. The catalyst is C(Cl)Cl. (3) The reactants are [F:1][C:2]1[CH:7]=[CH:6][CH:5]=[C:4]([F:8])[C:3]=1[N:9]1[C:14]2[N:15]=[C:16]([NH:27][CH2:28][C:29]([NH:31][CH2:32][CH2:33][O:34]C)=[O:30])[N:17]=[C:18]([C:19]3[CH:24]=[CH:23][C:22]([F:25])=[CH:21][C:20]=3[CH3:26])[C:13]=2[CH:12]=[CH:11][C:10]1=[O:36].B(Br)(Br)Br.O. The catalyst is ClCCl. The product is [F:1][C:2]1[CH:7]=[CH:6][CH:5]=[C:4]([F:8])[C:3]=1[N:9]1[C:14]2[N:15]=[C:16]([NH:27][CH2:28][C:29]([NH:31][CH2:32][CH2:33][OH:34])=[O:30])[N:17]=[C:18]([C:19]3[CH:24]=[CH:23][C:22]([F:25])=[CH:21][C:20]=3[CH3:26])[C:13]=2[CH:12]=[CH:11][C:10]1=[O:36]. The yield is 0.620. (4) The reactants are [NH2:1][C:2]1[N:6]=[CH:5][N:4]([C:7]2[CH:14]=[CH:13][C:12](/[CH:15]=[CH:16]/[CH:17]([C:22]3[CH:27]=[C:26]([Cl:28])[C:25]([Cl:29])=[C:24]([Cl:30])[CH:23]=3)[C:18]([F:21])([F:20])[F:19])=[CH:11][C:8]=2[C:9]#[N:10])[N:3]=1.[CH:31]1([C:34](Cl)=[O:35])[CH2:33][CH2:32]1. The catalyst is C(Cl)Cl. The product is [C:9]([C:8]1[CH:11]=[C:12](/[CH:15]=[CH:16]/[CH:17]([C:22]2[CH:23]=[C:24]([Cl:30])[C:25]([Cl:29])=[C:26]([Cl:28])[CH:27]=2)[C:18]([F:19])([F:20])[F:21])[CH:13]=[CH:14][C:7]=1[N:4]1[CH:5]=[N:6][C:2]([N:1]([C:34]([CH:31]2[CH2:33][CH2:32]2)=[O:35])[C:34]([CH:31]2[CH2:33][CH2:32]2)=[O:35])=[N:3]1)#[N:10]. The yield is 0.790.